Task: Predict the reaction yield, written as a fraction of the theoretical maximum amount of product (1.0 means a 100% yield; for example, 0.34 means a 34% yield).. Dataset: Reaction yield outcomes from USPTO patents with 853,638 reactions (1) The reactants are F[C:2]1[CH:7]=[C:6]([C:8]2[CH:37]=[CH:36][C:11]3[N:12]([C:15]4[S:19][C:18]([C:20]([NH2:22])=[O:21])=[C:17]([O:23][C@@H:24]([C:26]5[CH:31]=[CH:30][CH:29]=[CH:28][C:27]=5[C:32]([F:35])([F:34])[F:33])[CH3:25])[CH:16]=4)[CH:13]=[N:14][C:10]=3[CH:9]=2)[CH:5]=[CH:4][N:3]=1.[CH3:38][NH2:39]. No catalyst specified. The product is [CH3:38][NH:39][C:2]1[CH:7]=[C:6]([C:8]2[CH:37]=[CH:36][C:11]3[N:12]([C:15]4[S:19][C:18]([C:20]([NH2:22])=[O:21])=[C:17]([O:23][C@@H:24]([C:26]5[CH:31]=[CH:30][CH:29]=[CH:28][C:27]=5[C:32]([F:33])([F:34])[F:35])[CH3:25])[CH:16]=4)[CH:13]=[N:14][C:10]=3[CH:9]=2)[CH:5]=[CH:4][N:3]=1. The yield is 0.490. (2) The reactants are [CH3:1][N:2]1[CH2:7][CH:6]=[C:5](B2OC(C)(C)C(C)(C)O2)[CH2:4][CH2:3]1.Br[C:18]1[CH:23]=[C:22]([O:24][CH3:25])[C:21]([NH:26][C:27]2[N:32]=[C:31]([C:33]3[CH:34]=[N:35][N:36]4[CH2:41][CH2:40][CH2:39][CH2:38][C:37]=34)[CH:30]=[CH:29][N:28]=2)=[CH:20][C:19]=1[NH2:42].[O-]P([O-])([O-])=O.[K+].[K+].[K+]. The catalyst is O1CCOCC1.O. The product is [CH3:25][O:24][C:22]1[CH:23]=[C:18]([C:5]2[CH2:4][CH2:3][N:2]([CH3:1])[CH2:7][CH:6]=2)[C:19]([NH2:42])=[CH:20][C:21]=1[NH:26][C:27]1[N:32]=[C:31]([C:33]2[CH:34]=[N:35][N:36]3[CH2:41][CH2:40][CH2:39][CH2:38][C:37]=23)[CH:30]=[CH:29][N:28]=1. The yield is 0.720. (3) The reactants are [CH3:1][C:2]([O:5][C:6]([NH:8][C@H:9]([C:14]([NH:16][CH2:17][CH2:18][CH2:19][NH:20][CH2:21][CH3:22])=[O:15])[CH2:10][CH:11]([CH3:13])[CH3:12])=[O:7])([CH3:4])[CH3:3].[C:23]([C:25]1[CH:30]=[CH:29][CH:28]=[CH:27][C:26]=1[S:31](Cl)(=[O:33])=[O:32])#[N:24].C(N(CC)CC)C. The catalyst is ClCCl. The product is [C:23]([C:25]1[CH:30]=[CH:29][CH:28]=[CH:27][C:26]=1[S:31]([N:20]([CH2:21][CH3:22])[CH2:19][CH2:18][CH2:17][NH:16][C:14](=[O:15])[C@H:9]([CH2:10][CH:11]([CH3:13])[CH3:12])[NH:8][C:6]([O:5][C:2]([CH3:4])([CH3:3])[CH3:1])=[O:7])(=[O:33])=[O:32])#[N:24]. The yield is 0.480. (4) The reactants are [Cl:1][C:2]1[C:7]([C:8]2[O:9][C:10]3[CH:16]=[CH:15][CH:14]=[CH:13][C:11]=3[N:12]=2)=[CH:6][C:5]([N+:17]([O-])=O)=[C:4]([NH:20][CH:21]2[CH2:26][CH2:25][O:24][CH2:23][CH2:22]2)[CH:3]=1. The catalyst is [Fe].C(O)(=O)C. The product is [Cl:1][C:2]1[C:7]([C:8]2[O:9][C:10]3[CH:16]=[CH:15][CH:14]=[CH:13][C:11]=3[N:12]=2)=[CH:6][C:5]([NH2:17])=[C:4]([NH:20][CH:21]2[CH2:26][CH2:25][O:24][CH2:23][CH2:22]2)[CH:3]=1. The yield is 0.650. (5) The reactants are [Br:1][C:2]1[CH:3]=[C:4]([NH2:9])[C:5]([CH3:8])=[N:6][CH:7]=1.[C:10](OC(=O)C)(=[O:12])[CH3:11].C(N(CC)CC)C. The catalyst is ClCCl. The product is [Br:1][C:2]1[CH:3]=[C:4]([NH:9][C:10](=[O:12])[CH3:11])[C:5]([CH3:8])=[N:6][CH:7]=1. The yield is 0.630. (6) The reactants are [OH:1][CH2:2][C@@H:3]([N:6]([CH2:14][C:15]([N:17]([O:19][CH3:20])[CH3:18])=[O:16])[C:7](=[O:13])[O:8][C:9]([CH3:12])([CH3:11])[CH3:10])[CH:4]=[CH2:5].S(OC)(O[CH3:25])(=O)=O.[Li+].C[Si]([N-][Si](C)(C)C)(C)C. The catalyst is C1COCC1. The product is [CH3:20][O:19][N:17]([CH3:18])[C:15](=[O:16])[CH2:14][N:6]([C@@H:3]([CH:4]=[CH2:5])[CH2:2][O:1][CH3:25])[C:7](=[O:13])[O:8][C:9]([CH3:10])([CH3:11])[CH3:12]. The yield is 0.910. (7) The reactants are [H-].[Na+].Br[CH2:4][C:5]([OH:7])=[O:6].CN(C=O)C.[O:13]1[CH2:18][CH2:17][CH2:16][CH2:15][CH:14]1[O:19][CH2:20][CH2:21][OH:22]. The catalyst is C1COCC1. The product is [O:13]1[CH2:18][CH2:17][CH2:16][CH2:15][CH:14]1[O:19][CH2:20][CH2:21][O:22][CH2:4][C:5]([OH:7])=[O:6]. The yield is 0.850. (8) The reactants are Br[C:2]1[CH:8]=[CH:7][C:5]([NH2:6])=[C:4]([N+:9]([O-:11])=[O:10])[CH:3]=1.[NH:12]1[CH:16]=[CH:15][N:14]=[CH:13]1.C(=O)([O-])[O-].[Cs+].[Cs+]. The catalyst is CN(C=O)C.[Cu-]=O. The product is [N:12]1([C:2]2[CH:8]=[CH:7][C:5]([NH2:6])=[C:4]([N+:9]([O-:11])=[O:10])[CH:3]=2)[CH:16]=[CH:15][N:14]=[CH:13]1. The yield is 0.400. (9) The reactants are [CH3:1][N:2]([CH2:33][CH2:34][C:35]([O:37]C(C)(C)C)=[O:36])[C:3](=[O:32])[C:4]1[CH:9]=[CH:8][C:7]([NH:10][CH:11]([C:16]2[CH:21]=[CH:20][C:19]([C:22]3[CH:27]=[CH:26][C:25]([C:28]([F:31])([F:30])[F:29])=[CH:24][CH:23]=3)=[CH:18][CH:17]=2)[CH2:12][CH:13]([CH3:15])[CH3:14])=[N:6][CH:5]=1.C(=O)=O.CO.FC(F)(F)C1C=CC(C2N=CC(C=O)=CN=2)=CC=1.C(O)(C(F)(F)F)=O.C(Cl)Cl.[OH-].[Na+]. The catalyst is O. The product is [CH3:1][N:2]([CH2:33][CH2:34][C:35]([OH:37])=[O:36])[C:3](=[O:32])[C:4]1[CH:9]=[CH:8][C:7]([NH:10][CH:11]([C:16]2[CH:21]=[CH:20][C:19]([C:22]3[CH:23]=[CH:24][C:25]([C:28]([F:29])([F:30])[F:31])=[CH:26][CH:27]=3)=[CH:18][CH:17]=2)[CH2:12][CH:13]([CH3:15])[CH3:14])=[N:6][CH:5]=1. The yield is 0.882. (10) The reactants are [H-].[Na+].[Br:3][C:4]1[CH:9]=[C:8]([CH3:10])[C:7]([OH:11])=[C:6]([CH3:12])[CH:5]=1.Br[CH2:14][C:15]([OH:17])=[O:16]. The catalyst is C1COCC1. The product is [Br:3][C:4]1[CH:9]=[C:8]([CH3:10])[C:7]([O:11][CH2:14][C:15]([OH:17])=[O:16])=[C:6]([CH3:12])[CH:5]=1. The yield is 0.850.